This data is from Forward reaction prediction with 1.9M reactions from USPTO patents (1976-2016). The task is: Predict the product of the given reaction. (1) Given the reactants [OH-].[K+].[NH:3]1[C:11]2[C:6](=[CH:7][C:8]([C:12]([OH:14])=[O:13])=[CH:9][CH:10]=2)[CH:5]=[CH:4]1.O=[C:16]1[CH2:21][CH2:20][N:19]([C:22]([O:24][C:25]([CH3:28])([CH3:27])[CH3:26])=[O:23])[CH2:18][CH2:17]1, predict the reaction product. The product is: [C:25]([O:24][C:22]([N:19]1[CH2:18][CH:17]=[C:16]([C:5]2[C:6]3[C:11](=[CH:10][CH:9]=[C:8]([C:12]([OH:14])=[O:13])[CH:7]=3)[NH:3][CH:4]=2)[CH2:21][CH2:20]1)=[O:23])([CH3:28])([CH3:26])[CH3:27]. (2) Given the reactants [CH2:1]([O:13][C:14]1[CH:21]=[CH:20][C:17]([CH2:18][Cl:19])=[CH:16][CH:15]=1)[CH2:2][CH2:3][CH2:4][CH2:5][CH2:6][CH2:7][CH2:8][CH2:9][CH2:10][CH2:11][CH3:12].S(Cl)(Cl)=O.[CH2:26](OC1C=CC(CO)=CC=1)[CH2:27][CH2:28][CH2:29][CH2:26][CH2:27][CH2:28][CH2:29][CH2:26][CH2:27][CH2:28][CH2:29][CH2:26][CH2:27][CH2:28][CH3:29], predict the reaction product. The product is: [CH2:1]([O:13][C:14]1[CH:21]=[CH:20][C:17]([CH2:18][Cl:19])=[CH:16][CH:15]=1)[CH2:2][CH2:3][CH2:4][CH2:5][CH2:6][CH2:7][CH2:8][CH2:9][CH2:10][CH2:11][CH2:12][CH2:26][CH2:27][CH2:28][CH3:29]. (3) Given the reactants [Cl:1][C:2]1[CH:7]=[CH:6][N:5]2[C:8]([C:11]3[CH:12]=[C:13]([CH:15]=[CH:16][CH:17]=3)[NH2:14])=[CH:9][N:10]=[C:4]2[CH:3]=1.C(Cl)(=O)OC1C=CC([N+]([O-])=O)=CC=1.CCN(C(C)C)C(C)C.[C:40](=[O:43])([O-])[NH2:41].[F:44][C:45]([F:49])([F:48])[CH2:46]N, predict the reaction product. The product is: [Cl:1][C:2]1[CH:7]=[CH:6][N:5]2[C:8]([C:11]3[CH:12]=[C:13]([NH:14][C:40]([NH:41][CH2:46][C:45]([F:49])([F:48])[F:44])=[O:43])[CH:15]=[CH:16][CH:17]=3)=[CH:9][N:10]=[C:4]2[CH:3]=1. (4) Given the reactants [CH3:1][O:2][C:3]1[CH:4]=[C:5]([CH:11]([OH:27])[C@@H:12]2[C@:21]3([CH3:22])[C@H:16]([C:17]([CH3:24])([CH3:23])[CH2:18][CH2:19][CH2:20]3)[CH2:15][CH2:14][C@@:13]2([CH3:26])[OH:25])[CH:6]=[C:7]([O:9][CH3:10])[CH:8]=1.C1C=C[NH+]=CC=1.[O-][Cr](Cl)(=O)=O, predict the reaction product. The product is: [CH3:10][O:9][C:7]1[CH:6]=[C:5]([C:11]([C@@H:12]2[C@:21]3([CH3:22])[C@H:16]([C:17]([CH3:24])([CH3:23])[CH2:18][CH2:19][CH2:20]3)[CH2:15][CH2:14][C@@:13]2([CH3:26])[OH:25])=[O:27])[CH:4]=[C:3]([O:2][CH3:1])[CH:8]=1. (5) Given the reactants [CH2:1]([N:5]1[CH:10]=[C:9]([C:11]([O:13]CC)=[O:12])[C:8](=[O:16])[N:7]([C:17]2[CH:22]=[CH:21][CH:20]=[C:19]([C:23]([F:26])([F:25])[F:24])[CH:18]=2)[C:6]1=[O:27])[CH2:2][CH2:3][CH3:4].[OH-].[Na+].O, predict the reaction product. The product is: [CH2:1]([N:5]1[CH:10]=[C:9]([C:11]([OH:13])=[O:12])[C:8](=[O:16])[N:7]([C:17]2[CH:22]=[CH:21][CH:20]=[C:19]([C:23]([F:26])([F:24])[F:25])[CH:18]=2)[C:6]1=[O:27])[CH2:2][CH2:3][CH3:4]. (6) Given the reactants [CH2:1]([O:3][C:4]([N:6]1[CH2:11][CH2:10][N:9]([C:12](=[O:39])[C@@H:13]([NH:23][C:24]([C:26]2[CH:31]=[C:30](Cl)[N:29]=[C:28]([C:33]3[CH:38]=[CH:37][CH:36]=[CH:35][CH:34]=3)[N:27]=2)=[O:25])[CH2:14][CH2:15][C:16]([O:18][C:19]([CH3:22])([CH3:21])[CH3:20])=[O:17])[CH2:8][CH2:7]1)=[O:5])[CH3:2].[C:40]1([CH3:49])[CH:45]=[CH:44][CH:43]=[CH:42][C:41]=1B(O)O, predict the reaction product. The product is: [CH2:1]([O:3][C:4]([N:6]1[CH2:11][CH2:10][N:9]([C:12](=[O:39])[C@@H:13]([NH:23][C:24]([C:26]2[CH:31]=[C:30]([C:41]3[CH:42]=[CH:43][CH:44]=[CH:45][C:40]=3[CH3:49])[N:29]=[C:28]([C:33]3[CH:38]=[CH:37][CH:36]=[CH:35][CH:34]=3)[N:27]=2)=[O:25])[CH2:14][CH2:15][C:16]([O:18][C:19]([CH3:22])([CH3:21])[CH3:20])=[O:17])[CH2:8][CH2:7]1)=[O:5])[CH3:2]. (7) Given the reactants Cl[C:2]1[CH:7]=[N:6][C:5]([C:8]2[CH:13]=[CH:12][CH:11]=[CH:10][CH:9]=2)=[C:4]([C:14]2[CH:19]=[CH:18][CH:17]=[CH:16][CH:15]=2)[N:3]=1.[CH3:20][NH:21][CH2:22][C@H:23]([OH:31])[C:24]1[CH:29]=[CH:28][CH:27]=[C:26]([OH:30])[CH:25]=1, predict the reaction product. The product is: [C:8]1([C:5]2[N:6]=[CH:7][C:2]([N:21]([CH2:22][C@@H:23]([C:24]3[CH:25]=[C:26]([OH:30])[CH:27]=[CH:28][CH:29]=3)[OH:31])[CH3:20])=[N:3][C:4]=2[C:14]2[CH:19]=[CH:18][CH:17]=[CH:16][CH:15]=2)[CH:13]=[CH:12][CH:11]=[CH:10][CH:9]=1. (8) The product is: [CH2:1]([O:3][C:4](=[O:36])[CH2:5][N:6]1[CH:10]=[C:9]([C:11]2[NH:35][C:14]3[N:15]=[CH:16][N:17]=[C:18]([C:19]4[CH:24]=[CH:23][C:22]([CH2:25][NH2:26])=[C:21]([F:34])[CH:20]=4)[C:13]=3[CH:12]=2)[CH:8]=[N:7]1)[CH3:2]. Given the reactants [CH2:1]([O:3][C:4](=[O:36])[CH2:5][N:6]1[CH:10]=[C:9]([C:11]2[NH:35][C:14]3[N:15]=[CH:16][N:17]=[C:18]([C:19]4[CH:24]=[CH:23][C:22]([CH2:25][NH:26]C(OC(C)(C)C)=O)=[C:21]([F:34])[CH:20]=4)[C:13]=3[CH:12]=2)[CH:8]=[N:7]1)[CH3:2].C(O)(C(F)(F)F)=O, predict the reaction product.